Dataset: Aqueous solubility values for 9,982 compounds from the AqSolDB database. Task: Regression/Classification. Given a drug SMILES string, predict its absorption, distribution, metabolism, or excretion properties. Task type varies by dataset: regression for continuous measurements (e.g., permeability, clearance, half-life) or binary classification for categorical outcomes (e.g., BBB penetration, CYP inhibition). For this dataset (solubility_aqsoldb), we predict Y. (1) The drug is CC(C)C1(C(C)C)C(=O)NC(=O)NC1=O. The Y is -2.77 log mol/L. (2) The molecule is COc1ccc2cc(C(C)C(=O)OC(C)OC(=O)CN)ccc2c1. The Y is -2.44 log mol/L. (3) The drug is CNC(=O)c1cc(Oc2ccc(NC(=O)Nc3ccc(Cl)c(C(F)(F)F)c3)cc2)ccn1. The Y is -6.67 log mol/L. (4) The molecule is CCCCCCC(CO)CCCC. The Y is -5.27 log mol/L. (5) The Y is -2.79 log mol/L. The drug is O=C(O)c1ccccc1CC(=O)c1ccccc1C(=O)O. (6) The drug is CC(C)Nc1nc(Cl)nc(NC2CC2)n1. The Y is -3.52 log mol/L. (7) The drug is Cc1cccc(C)c1. The Y is -2.83 log mol/L. (8) The compound is CC(C)c1ccc(OP(=O)(Oc2ccc(C(C)C)cc2)Oc2ccc(C(C)C)cc2)cc1. The Y is -6.14 log mol/L. (9) The molecule is C=CCOC(=O)CCCCCC. The Y is -3.60 log mol/L. (10) The Y is -1.52 log mol/L. The compound is COc1ccc2c3c1O[C@H]1[C@@H](O)C=C[C@H]4[C@@H](C2)N(C)CC[C@]314.